This data is from Full USPTO retrosynthesis dataset with 1.9M reactions from patents (1976-2016). The task is: Predict the reactants needed to synthesize the given product. Given the product [CH2:1]([C:3]1[N:8]=[C:7]2[N:9]([C:21]3[CH:26]=[CH:25][CH:24]=[CH:23][CH:22]=3)[N:10]=[CH:11][C:6]2=[C:5]([NH2:12])[N:4]=1)[CH3:2], predict the reactants needed to synthesize it. The reactants are: [CH2:1]([C:3]1[N:8]=[C:7]2[NH:9][N:10]=[CH:11][C:6]2=[C:5]([NH2:12])[N:4]=1)[CH3:2].C(=O)([O-])[O-].[K+].[K+].CN[CH:21]1[CH2:26][CH2:25][CH2:24][CH2:23][CH:22]1NC.IC1C=CC=CC=1.